This data is from Reaction yield outcomes from USPTO patents with 853,638 reactions. The task is: Predict the reaction yield, written as a fraction of the theoretical maximum amount of product (1.0 means a 100% yield; for example, 0.34 means a 34% yield). (1) The reactants are [NH2:1][C@H:2]([C:4]1[N:9]=[C:8]2[CH:10]=[CH:11][N:12]([CH3:13])[C:7]2=[CH:6][C:5]=1[N:14]1[CH2:19][CH2:18][N:17]([C:20]([O:22][C:23]([CH3:26])([CH3:25])[CH3:24])=[O:21])[CH2:16][CH2:15]1)[CH3:3].[NH2:27][C:28]1[N:33]=[C:32](Cl)[C:31]([C:35]#[N:36])=[C:30]([CH3:37])[N:29]=1.C(N(CC)CC)C. The catalyst is CS(C)=O. The product is [NH2:27][C:28]1[N:33]=[C:32]([NH:1][C@H:2]([C:4]2[N:9]=[C:8]3[CH:10]=[CH:11][N:12]([CH3:13])[C:7]3=[CH:6][C:5]=2[N:14]2[CH2:15][CH2:16][N:17]([C:20]([O:22][C:23]([CH3:25])([CH3:24])[CH3:26])=[O:21])[CH2:18][CH2:19]2)[CH3:3])[C:31]([C:35]#[N:36])=[C:30]([CH3:37])[N:29]=1. The yield is 0.830. (2) The reactants are [CH3:1][S:2](Cl)(=[O:4])=[O:3].CCN(CC)CC.[CH3:13][O:14][C:15](=[O:55])[C:16]1[CH:21]=[CH:20][C:19]([O:22][CH2:23][CH2:24][C:25]2[C:33]3[C:28](=[CH:29][CH:30]=[C:31]([Cl:34])[CH:32]=3)[N:27]([CH:35]([C:42]3[CH:47]=[CH:46][CH:45]=[CH:44][CH:43]=3)[C:36]3[CH:41]=[CH:40][CH:39]=[CH:38][CH:37]=3)[C:26]=2[CH2:48][CH2:49][OH:50])=[CH:18][C:17]=1[O:51][CH:52]([CH3:54])[CH3:53]. The catalyst is ClCCl. The product is [CH3:13][O:14][C:15](=[O:55])[C:16]1[CH:21]=[CH:20][C:19]([O:22][CH2:23][CH2:24][C:25]2[C:33]3[C:28](=[CH:29][CH:30]=[C:31]([Cl:34])[CH:32]=3)[N:27]([CH:35]([C:36]3[CH:41]=[CH:40][CH:39]=[CH:38][CH:37]=3)[C:42]3[CH:43]=[CH:44][CH:45]=[CH:46][CH:47]=3)[C:26]=2[CH2:48][CH2:49][O:50][S:2]([CH3:1])(=[O:4])=[O:3])=[CH:18][C:17]=1[O:51][CH:52]([CH3:53])[CH3:54]. The yield is 1.00. (3) The reactants are [N:1]([CH2:4][CH:5]1[CH2:9][C:8]2[CH:10]=[CH:11][CH:12]=[C:13]([CH:14]3[CH2:18][CH2:17][CH2:16][CH2:15]3)[C:7]=2[O:6]1)=[N+]=[N-]. The catalyst is [Pd]. The product is [CH:14]1([C:13]2[C:7]3[O:6][CH:5]([CH2:4][NH2:1])[CH2:9][C:8]=3[CH:10]=[CH:11][CH:12]=2)[CH2:15][CH2:16][CH2:17][CH2:18]1. The yield is 0.580. (4) The reactants are [CH2:1]([OH:8])[C:2]1[CH:7]=[CH:6][CH:5]=[CH:4][CH:3]=1.Cl[S:10]([N:13]=[C:14]=[O:15])(=[O:12])=[O:11].Cl.[CH2:17]([O:19][C:20](=[O:23])[CH2:21][NH2:22])[CH3:18].C(N(CC)C(C)C)(C)C.Cl. The catalyst is C(#N)C.N1C=CC=CC=1. The product is [CH2:1]([O:8][C:14]([NH:13][S:10]([NH:22][CH2:21][C:20]([O:19][CH2:17][CH3:18])=[O:23])(=[O:12])=[O:11])=[O:15])[C:2]1[CH:7]=[CH:6][CH:5]=[CH:4][CH:3]=1. The yield is 0.960. (5) The reactants are [C:1]([O:5][C:6]([N:8]1[CH2:13][CH2:12][CH:11]([C:14]2[S:15][C:16]([C:26]3[CH:31]=[CH:30][N:29]=[C:28]([NH2:32])[CH:27]=3)=[C:17]([C:19]3[CH:24]=[CH:23][CH:22]=[C:21]([Cl:25])[CH:20]=3)[N:18]=2)[CH2:10][CH2:9]1)=[O:7])([CH3:4])([CH3:3])[CH3:2].[C:33](Cl)(=[O:35])[CH3:34].C(N(CC)CC)C.C(=O)([O-])O.[Na+]. The catalyst is O1CCCC1. The product is [C:1]([O:5][C:6]([N:8]1[CH2:9][CH2:10][CH:11]([C:14]2[S:15][C:16]([C:26]3[CH:31]=[CH:30][N:29]=[C:28]([NH:32][C:33](=[O:35])[CH3:34])[CH:27]=3)=[C:17]([C:19]3[CH:24]=[CH:23][CH:22]=[C:21]([Cl:25])[CH:20]=3)[N:18]=2)[CH2:12][CH2:13]1)=[O:7])([CH3:4])([CH3:2])[CH3:3]. The yield is 0.980.